From a dataset of Forward reaction prediction with 1.9M reactions from USPTO patents (1976-2016). Predict the product of the given reaction. Given the reactants C(OC([N:8]1[CH2:13][CH2:12][O:11][C@H:10]([C:14]2[CH:19]=[CH:18][C:17]([Cl:20])=[C:16]([F:21])[CH:15]=2)[CH2:9]1)=O)(C)(C)C.C(O)(C(F)(F)F)=O, predict the reaction product. The product is: [Cl:20][C:17]1[CH:18]=[CH:19][C:14]([C@H:10]2[O:11][CH2:12][CH2:13][NH:8][CH2:9]2)=[CH:15][C:16]=1[F:21].